Dataset: Full USPTO retrosynthesis dataset with 1.9M reactions from patents (1976-2016). Task: Predict the reactants needed to synthesize the given product. (1) Given the product [C:1]1([S:7]([C:8]2[CH:21]=[CH:20][C:19]3[S:18][C:17]4[C:12](=[CH:13][CH:14]=[CH:15][CH:16]=4)[C:11](=[O:22])[C:10]=3[CH:9]=2)=[O:27])[CH:2]=[CH:3][CH:4]=[CH:5][CH:6]=1, predict the reactants needed to synthesize it. The reactants are: [C:1]1([S:7][C:8]2[CH:21]=[CH:20][C:19]3[S:18][C:17]4[C:12](=[CH:13][CH:14]=[CH:15][CH:16]=4)[C:11](=[O:22])[C:10]=3[CH:9]=2)[CH:6]=[CH:5][CH:4]=[CH:3][CH:2]=1.C(#N)C.S(=O)(=O)(O)[OH:27].OO. (2) Given the product [Cl:20][C:10]1[CH:11]=[C:12]([S:15]([CH2:18][CH3:19])(=[O:17])=[O:16])[CH:13]=[CH:14][C:9]=1[O:8][C:6]1[CH:5]=[C:4]([CH2:21][C:22]([OH:24])=[O:23])[CH:3]=[C:2]([C:27]2[CH:28]=[CH:29][CH:30]=[CH:31][N:26]=2)[CH:7]=1, predict the reactants needed to synthesize it. The reactants are: Br[C:2]1[CH:3]=[C:4]([CH2:21][C:22]([OH:24])=[O:23])[CH:5]=[C:6]([O:8][C:9]2[CH:14]=[CH:13][C:12]([S:15]([CH2:18][CH3:19])(=[O:17])=[O:16])=[CH:11][C:10]=2[Cl:20])[CH:7]=1.[Br-].[N:26]1[CH:31]=[CH:30][CH:29]=[CH:28][C:27]=1[Zn+]. (3) Given the product [CH:1]1([C:6]([O:8][CH2:19][CH3:20])=[O:7])[CH2:5][CH2:4][CH2:3][CH2:2]1, predict the reactants needed to synthesize it. The reactants are: [CH:1]1([C:6]([O-:8])=[O:7])[CH2:5][CH2:4][CH2:3][CH2:2]1.OS(O)(=O)=O.C([O-])(O)=O.[Na+].[CH3:19][CH2:20]O. (4) Given the product [F:17][C:18]([F:22])([F:21])[CH2:19][P:7](=[O:8])([C:1]1[CH:2]=[CH:3][CH:4]=[CH:5][CH:6]=1)[C:11]1[CH:12]=[CH:13][CH:14]=[CH:15][CH:16]=1, predict the reactants needed to synthesize it. The reactants are: [C:1]1([P:7]([C:11]2[CH:16]=[CH:15][CH:14]=[CH:13][CH:12]=2)[O:8]CC)[CH:6]=[CH:5][CH:4]=[CH:3][CH:2]=1.[F:17][C:18]([F:22])([F:21])[CH2:19]I. (5) Given the product [Br:1][C:2]1[C:3]([F:15])=[C:4]2[C:8](=[C:9]([F:11])[CH:10]=1)[NH:7][N:6]=[CH:5]2, predict the reactants needed to synthesize it. The reactants are: [Br:1][C:2]1[C:3]([F:15])=[C:4]2[C:8](=[C:9]([F:11])[CH:10]=1)[NH:7][N:6]=[C:5]2C(O)=O. (6) Given the product [Br:19][C:20]1[CH:29]=[CH:28][C:23]2[NH:24][C:25]([N:15]3[CH2:14][CH2:13][C:11]4([O:10][C:9](=[O:18])[N:8]([C:2]5[CH:3]=[CH:4][CH:5]=[CH:6][CH:7]=5)[CH2:12]4)[CH2:17][CH2:16]3)=[N:26][C:22]=2[CH:21]=1, predict the reactants needed to synthesize it. The reactants are: Br.[C:2]1([N:8]2[CH2:12][C:11]3([CH2:17][CH2:16][NH:15][CH2:14][CH2:13]3)[O:10][C:9]2=[O:18])[CH:7]=[CH:6][CH:5]=[CH:4][CH:3]=1.[Br:19][C:20]1[CH:29]=[CH:28][C:23]2[NH:24][C:25](Cl)=[N:26][C:22]=2[CH:21]=1.C(N(C(C)C)CC)(C)C.